Dataset: Catalyst prediction with 721,799 reactions and 888 catalyst types from USPTO. Task: Predict which catalyst facilitates the given reaction. Reactant: Cl[C:2]1[N:11]=[C:10]([NH:12][CH2:13][CH:14]([C:18]2[CH:23]=[CH:22][CH:21]=[CH:20][CH:19]=2)[CH:15]([CH3:17])[CH3:16])[C:9]2[C:4](=[CH:5][CH:6]=[CH:7][CH:8]=2)[N:3]=1.[CH3:24][C:25]1[C:30](B(O)O)=[CH:29][N:28]2[CH:34]=[CH:35][N:36]=[C:27]2[CH:26]=1.C(NC1C2C(=CC=CC=2)N=C(C2SC3C=CC=CC=3C=2)N=1)(C1C=CC=CC=1)C1C=CC=CC=1. Product: [CH3:16][CH:15]([CH3:17])[CH:14]([C:18]1[CH:23]=[CH:22][CH:21]=[CH:20][CH:19]=1)[CH2:13][NH:12][C:10]1[C:9]2[C:4](=[CH:5][CH:6]=[CH:7][CH:8]=2)[N:3]=[C:2]([C:30]2[C:25]([CH3:24])=[CH:26][C:27]3[N:28]([CH:34]=[CH:35][N:36]=3)[CH:29]=2)[N:11]=1. The catalyst class is: 147.